From a dataset of Forward reaction prediction with 1.9M reactions from USPTO patents (1976-2016). Predict the product of the given reaction. (1) Given the reactants [C:1]1([CH3:14])[CH:6]=[C:5]([CH3:7])[CH:4]=[C:3]([CH3:8])[C:2]=1[S:9]([O:12][NH2:13])(=[O:11])=[O:10].[S:15]1[CH:19]=[CH:18][N:17]=[C:16]1[CH:20]([OH:22])[CH3:21], predict the reaction product. The product is: [C:1]1([CH3:14])[CH:6]=[C:5]([CH3:7])[CH:4]=[C:3]([CH3:8])[C:2]=1[S:9]([O-:12])(=[O:11])=[O:10].[NH2:13][N+:17]1[CH:18]=[CH:19][S:15][C:16]=1[CH:20]([OH:22])[CH3:21]. (2) Given the reactants [CH3:1][N:2]1[CH2:11][C@@H:10]2[C@H:5]([CH2:6][CH2:7][CH2:8][CH2:9]2)[N:4]([CH:12]2[CH2:17][CH2:16][NH:15][CH2:14][CH2:13]2)[C:3]1=[O:18].O=[C:20]1[CH2:25][CH2:24][N:23]([C:26]([O:28][CH:29]([CH3:31])[CH3:30])=[O:27])[CH2:22][CH2:21]1, predict the reaction product. The product is: [CH3:1][N:2]1[CH2:11][C@@H:10]2[C@H:5]([CH2:6][CH2:7][CH2:8][CH2:9]2)[N:4]([CH:12]2[CH2:17][CH2:16][N:15]([CH:20]3[CH2:25][CH2:24][N:23]([C:26]([O:28][CH:29]([CH3:31])[CH3:30])=[O:27])[CH2:22][CH2:21]3)[CH2:14][CH2:13]2)[C:3]1=[O:18]. (3) Given the reactants [CH:1]([N:4]([CH2:8][CH3:9])[CH:5]([CH3:7])[CH3:6])([CH3:3])C.C[C:11]1[CH:20]=[CH:19][C:18]2[C:13](=[C:14]([F:27])[CH:15]=CC=2N2CCNCC2)[N:12]=1.CS(O[CH2:33][CH2:34][C:35]1[CH:40]=[CH:39][CH:38]=[C:37]([N+:41]([O-:43])=[O:42])[CH:36]=1)(=O)=O.C[N:45](C)C=O, predict the reaction product. The product is: [F:27][C:14]1[C:13]([CH3:18])=[N:12][C:11]2[C:7]([CH:15]=1)=[C:5]([N:4]1[CH2:8][CH2:9][N:45]([CH2:33][CH2:34][C:35]3[CH:40]=[CH:39][CH:38]=[C:37]([N+:41]([O-:43])=[O:42])[CH:36]=3)[CH2:3][CH2:1]1)[CH:6]=[CH:19][CH:20]=2. (4) Given the reactants Cl[C:2]1[CH:7]=[CH:6]C=CC=1.[NH:8]1[CH:12]=[CH:11][N:10]=C1.[OH-:13].[Na+], predict the reaction product. The product is: [C:7]([C:6]1[NH:8][CH:12]=[CH:11][N:10]=1)([C:2]1[NH:8][CH:12]=[CH:11][N:10]=1)=[O:13]. (5) Given the reactants C(OC([N:8]1CCC[C@H]1C(O)=O)=O)(C)(C)C.[ClH:16].NC1C2C(=CC(CN)=CC=2)C=CN=1.C([N:33]([CH2:37][CH3:38])[CH:34]([CH3:36])[CH3:35])(C)C.F[P-](F)(F)(F)(F)F.[N:46]1(OC(N(C)C)=[N+](C)C)[C:50]2[CH:51]=[CH:52]C=[CH:54][C:49]=2N=N1, predict the reaction product. The product is: [ClH:16].[NH2:8][C:37]1[C:38]2[C:54](=[CH:49][C:50]([NH2:46])=[CH:51][CH:52]=2)[CH:36]=[C:34]([CH3:35])[N:33]=1. (6) Given the reactants [C:1]([O:5][C:6]([N:8]1[CH2:13][CH2:12][C:11](=O)[CH:10]([C:15]([O:17][CH2:18][CH3:19])=[O:16])[CH2:9]1)=[O:7])([CH3:4])([CH3:3])[CH3:2].[CH2:20]([NH2:27])[C:21]1[CH:26]=[CH:25][CH:24]=[CH:23][CH:22]=1, predict the reaction product. The product is: [CH2:20]([NH:27][C:11]1[CH2:12][CH2:13][N:8]([C:6]([O:5][C:1]([CH3:4])([CH3:3])[CH3:2])=[O:7])[CH2:9][C:10]=1[C:15]([O:17][CH2:18][CH3:19])=[O:16])[C:21]1[CH:26]=[CH:25][CH:24]=[CH:23][CH:22]=1. (7) Given the reactants [CH:1]1([C:7]2[N:11]3[C:12]4[C:17]([NH:18][C:19](=[O:20])[C:10]3=[CH:9][N:8]=2)=[CH:16][C:15]([C:21]([O:23]CC)=[O:22])=[CH:14][CH:13]=4)[CH2:6][CH2:5][CH2:4][CH2:3][CH2:2]1.[OH-].[Na+].Cl, predict the reaction product. The product is: [CH:1]1([C:7]2[N:11]3[C:12]4[C:17]([NH:18][C:19](=[O:20])[C:10]3=[CH:9][N:8]=2)=[CH:16][C:15]([C:21]([OH:23])=[O:22])=[CH:14][CH:13]=4)[CH2:2][CH2:3][CH2:4][CH2:5][CH2:6]1. (8) The product is: [CH3:19][C:17]1[CH:18]=[C:13]([N:5]2[CH:4]=[C:3]([C:2]([F:9])([F:8])[F:1])[CH:7]=[N:6]2)[N:14]=[C:15]([O:20][C:21]2[N:25]([CH3:26])[N:24]=[C:23]([C:27]([F:30])([F:28])[F:29])[CH:22]=2)[CH:16]=1. Given the reactants [F:1][C:2]([F:9])([F:8])[C:3]1[CH:4]=[N:5][NH:6][CH:7]=1.[H-].[Na+].Cl[C:13]1[CH:18]=[C:17]([CH3:19])[CH:16]=[C:15]([O:20][C:21]2[N:25]([CH3:26])[N:24]=[C:23]([C:27]([F:30])([F:29])[F:28])[CH:22]=2)[N:14]=1.O, predict the reaction product. (9) Given the reactants [Cl:1][C:2]1[CH:11]=[C:10]2[C:5]([CH:6]=[C:7]([C:25]#[N:26])[N:8]=[C:9]2[O:12][C@H:13]2[CH2:17][CH2:16][N:15]([C:18]([O:20][C:21]([CH3:24])([CH3:23])[CH3:22])=[O:19])[CH2:14]2)=[CH:4][CH:3]=1.[NH2:27][NH2:28].O, predict the reaction product. The product is: [Cl:1][C:2]1[CH:11]=[C:10]2[C:5]([CH:6]=[C:7]([C:25]([NH:27][NH2:28])=[NH:26])[N:8]=[C:9]2[O:12][C@H:13]2[CH2:17][CH2:16][N:15]([C:18]([O:20][C:21]([CH3:23])([CH3:22])[CH3:24])=[O:19])[CH2:14]2)=[CH:4][CH:3]=1.